Dataset: Catalyst prediction with 721,799 reactions and 888 catalyst types from USPTO. Task: Predict which catalyst facilitates the given reaction. (1) Reactant: [ClH:1].C(OC([NH:9][CH2:10][C@H:11]1[CH2:16][CH2:15][C@H:14]([C:17]([NH:19][C@H:20]([C:50](=[O:63])[NH:51][C:52]2[CH:57]=[CH:56][C:55]([C:58]3[N:59]=[N:60][NH:61][N:62]=3)=[CH:54][CH:53]=2)[CH2:21][C:22]2[CH:27]=[CH:26][C:25]([C:28]3[CH:33]=[CH:32][CH:31]=[C:30]([C:34]([NH:36][CH:37]4[CH2:42][CH2:41][N:40](C(OC(C)(C)C)=O)[CH2:39][CH2:38]4)=[O:35])[CH:29]=3)=[CH:24][CH:23]=2)=[O:18])[CH2:13][CH2:12]1)=O)(C)(C)C. Product: [ClH:1].[NH2:9][CH2:10][C@H:11]1[CH2:12][CH2:13][C@H:14]([C:17]([NH:19][C@H:20]([C:50](=[O:63])[NH:51][C:52]2[CH:53]=[CH:54][C:55]([C:58]3[N:59]=[N:60][NH:61][N:62]=3)=[CH:56][CH:57]=2)[CH2:21][C:22]2[CH:23]=[CH:24][C:25]([C:28]3[CH:33]=[CH:32][CH:31]=[C:30]([C:34]([NH:36][CH:37]4[CH2:38][CH2:39][NH:40][CH2:41][CH2:42]4)=[O:35])[CH:29]=3)=[CH:26][CH:27]=2)=[O:18])[CH2:15][CH2:16]1. The catalyst class is: 12. (2) Reactant: C(OC([N:8]1[CH:12]=[C:11]([C:13]2[CH:14]=[C:15]3[C:20](=[CH:21][CH:22]=2)[N:19]=[C:18]([N:23]([CH2:25][C:26]2[CH:31]=[CH:30][CH:29]=[CH:28][CH:27]=2)[CH3:24])[CH:17]=[N:16]3)[CH:10]=[N:9]1)=O)(C)(C)C.[ClH:32]. Product: [ClH:32].[CH2:25]([N:23]([CH3:24])[C:18]1[CH:17]=[N:16][C:15]2[C:20](=[CH:21][CH:22]=[C:13]([C:11]3[CH:10]=[N:9][NH:8][CH:12]=3)[CH:14]=2)[N:19]=1)[C:26]1[CH:31]=[CH:30][CH:29]=[CH:28][CH:27]=1. The catalyst class is: 12. (3) Reactant: S(O)(O)(=O)=O.[NH2:6]O.[O:8]=[C:9]([C:13]1[CH:18]=[CH:17][CH:16]=[CH:15][CH:14]=1)[CH2:10][C:11]#[N:12].[OH-].[Na+].Cl. Product: [C:13]1([C:9]2[O:8][N:12]=[C:11]([NH2:6])[CH:10]=2)[CH:18]=[CH:17][CH:16]=[CH:15][CH:14]=1. The catalyst class is: 315. (4) Reactant: [F:1][B-:2]([F:5])([F:4])[F:3].[CH3:6][N:7]1[CH2:12][CH2:11][O:10][CH2:9][CH2:8]1.C(=O)(O)[O-].[Na+].Cl[C:19]1[N:24]=[C:23]([O:25][CH3:26])[N:22]=[C:21]([O:27][CH3:28])[N:20]=1. Product: [F:1][B-:2]([F:5])([F:4])[F:3].[CH3:6][N+:7]1([C:19]2[N:24]=[C:23]([O:25][CH3:26])[N:22]=[C:21]([O:27][CH3:28])[N:20]=2)[CH2:12][CH2:11][O:10][CH2:9][CH2:8]1. The catalyst class is: 10. (5) Reactant: Br[CH2:2][CH2:3][CH2:4][CH2:5][CH2:6][C:7]1[CH:12]=[CH:11][CH:10]=[CH:9][CH:8]=1.C(=O)([O-])[O-].[K+].[K+].[C:19]([C:21]1[CH:26]=[CH:25][C:24]([CH2:27][CH2:28][CH:29](/[CH:41]=[CH:42]/[C:43]2[CH:48]=[CH:47][CH:46]=[CH:45][C:44]=2[OH:49])[CH2:30][C:31]2[CH:40]=[CH:39][C:34]([C:35]([O:37][CH3:38])=[O:36])=[CH:33][CH:32]=2)=[CH:23][CH:22]=1)#[N:20]. Product: [C:19]([C:21]1[CH:26]=[CH:25][C:24]([CH2:27][CH2:28][CH:29](/[CH:41]=[CH:42]/[C:43]2[CH:48]=[CH:47][CH:46]=[CH:45][C:44]=2[O:49][CH2:2][CH2:3][CH2:4][CH2:5][CH2:6][C:7]2[CH:12]=[CH:11][CH:10]=[CH:9][CH:8]=2)[CH2:30][C:31]2[CH:32]=[CH:33][C:34]([C:35]([O:37][CH3:38])=[O:36])=[CH:39][CH:40]=2)=[CH:23][CH:22]=1)#[N:20]. The catalyst class is: 10. (6) Reactant: [F:1][C:2]([F:13])([F:12])[C:3]([F:11])([F:10])[CH2:4][CH2:5][CH2:6][CH2:7][CH2:8][I:9].[C:14]1([P:20]([C:27]2[CH:32]=[CH:31][CH:30]=[CH:29][CH:28]=2)[C:21]2[CH:26]=[CH:25][CH:24]=[CH:23][CH:22]=2)[CH:19]=[CH:18][CH:17]=[CH:16][CH:15]=1. Product: [I-:9].[F:10][C:3]([F:11])([C:2]([F:13])([F:12])[F:1])[CH2:4][CH2:5][CH2:6][CH2:7][CH2:8][P+:20]([C:21]1[CH:22]=[CH:23][CH:24]=[CH:25][CH:26]=1)([C:27]1[CH:32]=[CH:31][CH:30]=[CH:29][CH:28]=1)[C:14]1[CH:15]=[CH:16][CH:17]=[CH:18][CH:19]=1. The catalyst class is: 10.